From a dataset of Full USPTO retrosynthesis dataset with 1.9M reactions from patents (1976-2016). Predict the reactants needed to synthesize the given product. (1) Given the product [C:28]([C:24]1[CH:23]=[C:22]([NH:21][C:20](=[O:32])[C:17]2[CH:18]=[CH:19][C:14]([N:11]3[CH2:12][CH2:13][NH:8][CH2:9][CH2:10]3)=[N:15][CH:16]=2)[CH:27]=[CH:26][CH:25]=1)([CH3:31])([CH3:29])[CH3:30], predict the reactants needed to synthesize it. The reactants are: C(OC([N:8]1[CH2:13][CH2:12][N:11]([C:14]2[CH:19]=[CH:18][C:17]([C:20](=[O:32])[NH:21][C:22]3[CH:27]=[CH:26][CH:25]=[C:24]([C:28]([CH3:31])([CH3:30])[CH3:29])[CH:23]=3)=[CH:16][N:15]=2)[CH2:10][CH2:9]1)=O)(C)(C)C.C(C1C=CC(NC(=O)C2C=CC(N3CCNCC3)=NC=2)=CC=1)(C)(C)C. (2) Given the product [CH3:26][O:25][CH2:24][CH2:23][O:1][C:2]1[CH:3]=[C:4]2[C:9](=[CH:10][CH:11]=1)[N:8]=[CH:7][CH:6]=[C:5]2[S:12][C:13]1([C:17]([O:19][CH2:20][CH3:21])=[O:18])[CH2:14][CH2:15][CH2:16]1, predict the reactants needed to synthesize it. The reactants are: [OH:1][C:2]1[CH:3]=[C:4]2[C:9](=[CH:10][CH:11]=1)[N:8]=[CH:7][CH:6]=[C:5]2[S:12][C:13]1([C:17]([O:19][CH2:20][CH3:21])=[O:18])[CH2:16][CH2:15][CH2:14]1.Br[CH2:23][CH2:24][O:25][CH3:26].C(=O)([O-])[O-].[K+].[K+].CN(C)C=O. (3) Given the product [CH3:25][C:26]([C:29]1[S:33][C:32]([NH:34][C:4](=[O:6])[C:3]2[CH:7]=[CH:8][CH:9]=[CH:10][C:2]=2[I:1])=[N:31][N:30]=1)([CH3:28])[CH3:27], predict the reactants needed to synthesize it. The reactants are: [I:1][C:2]1[CH:10]=[CH:9][CH:8]=[CH:7][C:3]=1[C:4]([OH:6])=O.C(Cl)CCl.C1C=CC2N(O)N=NC=2C=1.[CH3:25][C:26]([C:29]1[S:33][C:32]([NH2:34])=[N:31][N:30]=1)([CH3:28])[CH3:27]. (4) Given the product [CH2:31]([O:38][CH2:39][C:40]([N:16]1[CH2:15][CH2:14][CH:13]([C:10]2[CH:11]=[CH:12][C:7]([N:6]3[CH2:5][C@H:4]([CH2:19][NH:20][C:21](=[O:23])[CH3:22])[O:3][C:2]3=[O:1])=[CH:8][CH:9]=2)[CH2:18][CH2:17]1)=[O:41])[C:32]1[CH:37]=[CH:36][CH:35]=[CH:34][CH:33]=1, predict the reactants needed to synthesize it. The reactants are: [O:1]=[C:2]1[N:6]([C:7]2[CH:12]=[CH:11][C:10]([CH:13]3[CH2:18][CH2:17][NH:16][CH2:15][CH2:14]3)=[CH:9][CH:8]=2)[CH2:5][C@H:4]([CH2:19][NH:20][C:21](=[O:23])[CH3:22])[O:3]1.C(N(CC)CC)C.[CH2:31]([O:38][CH2:39][C:40](Cl)=[O:41])[C:32]1[CH:37]=[CH:36][CH:35]=[CH:34][CH:33]=1.